From a dataset of Full USPTO retrosynthesis dataset with 1.9M reactions from patents (1976-2016). Predict the reactants needed to synthesize the given product. (1) Given the product [CH3:2][O:3][C:4](=[O:17])[C@@H:5]([N:6]1[CH2:26][C@@H:22]([NH:23][C:29]([O:31][CH2:32][CH:33]2[C:34]3[CH:35]=[CH:36][CH:37]=[CH:38][C:39]=3[C:40]3[C:45]2=[CH:44][CH:43]=[CH:42][CH:41]=3)=[O:30])[CH2:21][C:20]1=[O:19])[CH2:7][C:8]1[C:16]2[C:11](=[CH:12][CH:13]=[CH:14][CH:15]=2)[NH:10][CH:9]=1, predict the reactants needed to synthesize it. The reactants are: Cl.[CH3:2][O:3][C:4](=[O:17])[C@H:5]([CH2:7][C:8]1[C:16]2[C:11](=[CH:12][CH:13]=[CH:14][CH:15]=2)[NH:10][CH:9]=1)[NH2:6].C[O:19][C:20](=O)[CH2:21][C@H:22]1[CH2:26]OS(=O)(=O)[N:23]1[C:29]([O:31][CH2:32][CH:33]1[C:45]2[CH:44]=[CH:43][CH:42]=[CH:41][C:40]=2[C:39]2[C:34]1=[CH:35][CH:36]=[CH:37][CH:38]=2)=[O:30].P(O)(O)([O-])=O.[K+]. (2) Given the product [C:1]([O:5][C:6](=[O:26])[NH:7][C:8]1[CH:16]=[CH:15][C:14]([CH:17]2[CH2:21][CH:22]=[CH:19][CH2:18]2)=[C:13]2[C:9]=1[C:10](=[O:25])[N:11]([CH3:24])[CH2:12]2)([CH3:4])([CH3:3])[CH3:2], predict the reactants needed to synthesize it. The reactants are: [C:1]([O:5][C:6](=[O:26])[NH:7][C:8]1[CH:16]=[CH:15][C:14]([CH:17]([CH2:21][CH:22]=C)[CH2:18][CH:19]=C)=[C:13]2[C:9]=1[C:10](=[O:25])[N:11]([CH3:24])[CH2:12]2)([CH3:4])([CH3:3])[CH3:2]. (3) Given the product [Cl:18][C:19]1[N:20]=[CH:21][C:22]2[N:27]=[C:11]([C:5]3[CH:6]=[C:7]([O:9][CH3:10])[CH:8]=[C:3]([O:2][CH3:1])[CH:4]=3)[C:12](=[O:14])[N:25]([CH3:26])[C:23]=2[N:24]=1, predict the reactants needed to synthesize it. The reactants are: [CH3:1][O:2][C:3]1[CH:4]=[C:5]([C:11](=O)[C:12]([O:14]CC)=O)[CH:6]=[C:7]([O:9][CH3:10])[CH:8]=1.[Cl:18][C:19]1[N:24]=[C:23]([NH:25][CH3:26])[C:22]([NH2:27])=[CH:21][N:20]=1.